From a dataset of Catalyst prediction with 721,799 reactions and 888 catalyst types from USPTO. Predict which catalyst facilitates the given reaction. (1) Reactant: [I:1][C:2]1[CH:7]=[CH:6][C:5]([C:8]2([OH:18])[CH2:17][CH2:16][C:11]3(OCC[O:12]3)[CH2:10][CH2:9]2)=[CH:4][CH:3]=1.Cl.[OH-].[Na+]. Product: [OH:18][C:8]1([C:5]2[CH:4]=[CH:3][C:2]([I:1])=[CH:7][CH:6]=2)[CH2:9][CH2:10][C:11](=[O:12])[CH2:16][CH2:17]1. The catalyst class is: 21. (2) Product: [Cl:1][C:2]1[CH:7]=[CH:6][C:5]([CH:8]([C:13]2[C:21]3[C:16](=[C:17]([C:26]4[CH:25]=[N:24][CH:29]=[CH:28][CH:27]=4)[CH:18]=[CH:19][CH:20]=3)[NH:15][N:14]=2)[CH2:9][CH2:10][C:11]#[N:12])=[C:4]([F:23])[CH:3]=1. Reactant: [Cl:1][C:2]1[CH:7]=[CH:6][C:5]([CH:8]([C:13]2[C:21]3[C:16](=[C:17](I)[CH:18]=[CH:19][CH:20]=3)[NH:15][N:14]=2)[CH2:9][CH2:10][C:11]#[N:12])=[C:4]([F:23])[CH:3]=1.[N:24]1[CH:29]=[CH:28][CH:27]=[C:26](B(O)O)[CH:25]=1.C([O-])(O)=O.[Na+]. The catalyst class is: 203.